This data is from Reaction yield outcomes from USPTO patents with 853,638 reactions. The task is: Predict the reaction yield, written as a fraction of the theoretical maximum amount of product (1.0 means a 100% yield; for example, 0.34 means a 34% yield). (1) The reactants are Cl[C:2]1([C:12]2[CH:17]=[CH:16][C:15]([Cl:18])=[CH:14][CH:13]=2)[C:10]2[C:5](=[CH:6][CH:7]=[CH:8][CH:9]=2)[C:4](=[O:11])[O:3]1.C(N(CC)CC)C.[CH3:26][C:27]1[CH:34]=[CH:33][C:30]([CH2:31][NH2:32])=[CH:29][CH:28]=1. No catalyst specified. The product is [Cl:18][C:15]1[CH:16]=[CH:17][C:12]([C:2]2([OH:3])[C:10]3[C:5](=[CH:6][CH:7]=[CH:8][CH:9]=3)[C:4](=[O:11])[N:32]2[CH2:31][C:30]2[CH:33]=[CH:34][C:27]([CH3:26])=[CH:28][CH:29]=2)=[CH:13][CH:14]=1. The yield is 0.810. (2) The reactants are [CH2:1]([C:4]1[C:8]([CH2:9][CH2:10][CH2:11][OH:12])=[CH:7][N:6]([C:13]2[CH:18]=[CH:17][C:16]([C:19]([F:22])([F:21])[F:20])=[CH:15][N:14]=2)[N:5]=1)[CH2:2][CH3:3].[CH2:23]([O:25][C:26]1[C:27](O)=[C:28]([CH2:32][C:33]([O:35]C)=[O:34])[CH:29]=[CH:30][CH:31]=1)[CH3:24].C(P(CCCC)CCCC)CCC.N(C(N1CCCCC1)=O)=NC(N1CCCCC1)=O. The catalyst is O1CCCC1. The product is [CH2:23]([O:25][C:26]1[C:27]([O:12][CH2:11][CH2:10][CH2:9][C:8]2[C:4]([CH2:1][CH2:2][CH3:3])=[N:5][N:6]([C:13]3[CH:18]=[CH:17][C:16]([C:19]([F:21])([F:20])[F:22])=[CH:15][N:14]=3)[CH:7]=2)=[C:28]([CH2:32][C:33]([OH:35])=[O:34])[CH:29]=[CH:30][CH:31]=1)[CH3:24]. The yield is 0.900.